Dataset: Reaction yield outcomes from USPTO patents with 853,638 reactions. Task: Predict the reaction yield, written as a fraction of the theoretical maximum amount of product (1.0 means a 100% yield; for example, 0.34 means a 34% yield). (1) The reactants are [Br:1][C:2]1[CH:3]=[C:4]([N+:9]([O-])=O)[C:5]([CH3:8])=[N:6][CH:7]=1.O.O.[Sn](Cl)Cl. The product is [Br:1][C:2]1[CH:3]=[C:4]([NH2:9])[C:5]([CH3:8])=[N:6][CH:7]=1. The catalyst is CCOC(C)=O. The yield is 0.620. (2) The reactants are [CH3:1][S:2]([NH:5][CH2:6][C:7]1[C:15]2[S:14](=[O:17])(=[O:16])[N:13]=[C:12]([CH2:18][C:19]([OH:21])=O)[NH:11][C:10]=2[S:9][CH:8]=1)(=[O:4])=[O:3].F[P-](F)(F)(F)(F)F.N1([O:38][C:39](N(C)C)=[N+](C)C)C2N=CC=CC=2N=N1.CN1CCOCC1.C(OC(=O)[C:57]([CH2:64][NH:65][CH:66]1[CH2:69][CH2:68][CH2:67]1)([CH3:63])[CH2:58][CH2:59][CH:60]([CH3:62])[CH3:61])C.[O-]CC.[Na+].C(O)C. The catalyst is CN(C)C=O. The product is [CH:66]1([N:65]2[CH2:64][C:57]([CH3:63])([CH2:58][CH2:59][CH:60]([CH3:61])[CH3:62])[C:19]([OH:21])=[C:18]([C:12]3[NH:11][C:10]4[S:9][CH:8]=[C:7]([CH2:6][NH:5][S:2]([CH3:1])(=[O:3])=[O:4])[C:15]=4[S:14](=[O:16])(=[O:17])[N:13]=3)[C:39]2=[O:38])[CH2:67][CH2:68][CH2:69]1. The yield is 0.230.